From a dataset of Reaction yield outcomes from USPTO patents with 853,638 reactions. Predict the reaction yield, written as a fraction of the theoretical maximum amount of product (1.0 means a 100% yield; for example, 0.34 means a 34% yield). The catalyst is C(O)(=O)C. The reactants are O=[C:2]1[CH2:7][CH2:6][CH:5]([C:8]([OH:10])=[O:9])[CH2:4][CH2:3]1.Cl.[Cl:12][C:13]1[CH:18]=[CH:17][CH:16]=[CH:15][C:14]=1[NH:19]N. The product is [Cl:12][C:13]1[CH:18]=[CH:17][CH:16]=[C:15]2[C:14]=1[NH:19][C:2]1[CH2:7][CH2:6][CH:5]([C:8]([OH:10])=[O:9])[CH2:4][C:3]2=1. The yield is 0.830.